This data is from Full USPTO retrosynthesis dataset with 1.9M reactions from patents (1976-2016). The task is: Predict the reactants needed to synthesize the given product. (1) Given the product [NH2:14][C:11]1[CH:12]=[CH:13][C:8]([C:6]([N@@:4]2[CH2:5][CH:3]2[CH2:2][OH:1])=[O:7])=[CH:9][C:10]=1[O:17][CH3:18], predict the reactants needed to synthesize it. The reactants are: [OH:1][CH2:2][CH:3]1[CH2:5][N@:4]1[C:6]([C:8]1[CH:13]=[CH:12][C:11]([N+:14]([O-])=O)=[C:10]([O:17][CH3:18])[CH:9]=1)=[O:7]. (2) Given the product [Br:1][C:2]1[CH:3]=[C:4]2[C:5](=[CH:6][CH:7]=1)[N:8]([CH3:9])[CH2:10][CH2:11][NH:13]2, predict the reactants needed to synthesize it. The reactants are: [Br:1][C:2]1[CH:3]=[C:4]([NH2:13])[C:5]([N:8]([CH2:10][CH2:11]Cl)[CH3:9])=[CH:6][CH:7]=1.C([O-])([O-])=O.[K+].[K+]. (3) Given the product [Cl:1][C:2]1[CH:3]=[C:4]2[C:6]([C:13]([CH3:14])=[CH:12][CH:11]=[N:5]2)=[CH:7][CH:8]=1, predict the reactants needed to synthesize it. The reactants are: [Cl:1][C:2]1[CH:3]=[C:4]([CH:6]=[CH:7][CH:8]=1)[NH2:5].CO[CH2:11][CH2:12][C:13](OC)(OC)[CH3:14]. (4) Given the product [F:1][C:2]1[CH:3]=[CH:4][C:5]([CH2:6][O:7][C:8]2[CH:9]=[CH:10][C:11]([I:18])=[C:12]([CH2:14][C:15]([NH:23][C@@H:27]([CH3:26])[C:37]([NH2:35])=[O:38])=[O:17])[CH:13]=2)=[CH:19][CH:20]=1, predict the reactants needed to synthesize it. The reactants are: [F:1][C:2]1[CH:20]=[CH:19][C:5]([CH2:6][O:7][C:8]2[CH:9]=[CH:10][C:11]([I:18])=[C:12]([CH2:14][C:15]([OH:17])=O)[CH:13]=2)=[CH:4][CH:3]=1.C(N1C=CN=C1)([N:23]1[CH:27]=[CH:26]N=C1)=O.O.C[N:35]([CH:37]=[O:38])C. (5) Given the product [N:40]1[CH:41]=[CH:42][CH:43]=[C:38]([CH2:37][NH:36][C:28]([NH:22][C:19]2[CH:20]=[CH:21][C:16]([B:11]3[O:10][C:9]([CH3:23])([CH3:8])[C:13]([CH3:14])([CH3:15])[O:12]3)=[CH:17][CH:18]=2)=[O:34])[CH:39]=1, predict the reactants needed to synthesize it. The reactants are: C(N(CC)CC)C.[CH3:8][C:9]1([CH3:23])[C:13]([CH3:15])([CH3:14])[O:12][B:11]([C:16]2[CH:21]=[CH:20][C:19]([NH2:22])=[CH:18][CH:17]=2)[O:10]1.ClC(Cl)(O[C:28](=[O:34])OC(Cl)(Cl)Cl)Cl.[NH2:36][CH2:37][C:38]1[CH:39]=[N:40][CH:41]=[CH:42][CH:43]=1. (6) Given the product [CH:19]1([O:12][C:4]2[CH:5]=[C:6]([N+:9]([O-:11])=[O:10])[CH:7]=[CH:8][C:3]=2[O:2][CH3:1])[CH2:23][CH2:22][CH2:21][CH2:20]1, predict the reactants needed to synthesize it. The reactants are: [CH3:1][O:2][C:3]1[CH:8]=[CH:7][C:6]([N+:9]([O-:11])=[O:10])=[CH:5][C:4]=1[OH:12].C(=O)([O-])[O-].[K+].[K+].[CH:19]1(Br)[CH2:23][CH2:22][CH2:21][CH2:20]1.C(Cl)Cl. (7) Given the product [CH2:1]([O:8][C:9]1[CH:10]=[C:11]([CH:16]=[C:17]([N:19]2[CH2:24][CH2:23][CH2:22][CH:21]([NH:25][C:53]([C:49]3[S:48][C:47]([C:44]4[CH:43]=[CH:42][C:41]([Cl:40])=[CH:46][CH:45]=4)=[N:51][C:50]=3[CH3:52])=[O:55])[CH2:20]2)[CH:18]=1)[C:12]([O:14][CH3:15])=[O:13])[C:2]1[CH:7]=[CH:6][CH:5]=[CH:4][CH:3]=1, predict the reactants needed to synthesize it. The reactants are: [CH2:1]([O:8][C:9]1[CH:10]=[C:11]([CH:16]=[C:17]([N:19]2[CH2:24][CH2:23][CH2:22][CH:21]([NH:25]C(OC(C)(C)C)=O)[CH2:20]2)[CH:18]=1)[C:12]([O:14][CH3:15])=[O:13])[C:2]1[CH:7]=[CH:6][CH:5]=[CH:4][CH:3]=1.FC(F)(F)C(O)=O.[Cl:40][C:41]1[CH:46]=[CH:45][C:44]([C:47]2[S:48][C:49]([C:53]([OH:55])=O)=[C:50]([CH3:52])[N:51]=2)=[CH:43][CH:42]=1.O.ON1C2C=CC=CC=2N=N1.CN1CCOCC1.Cl.CN(C)CCCN=C=NCC. (8) Given the product [CH2:39]([N:5]([CH2:1][CH2:2][CH2:3][CH3:4])[C:6]1[CH:11]=[CH:10][C:9]([CH:12]=[CH:13][C:14]2[S:18][C:17]([CH:19]=[O:20])=[CH:16][CH:15]=2)=[C:8]([OH:21])[CH:7]=1)[CH2:40][CH2:41][CH3:42], predict the reactants needed to synthesize it. The reactants are: [CH2:1]([N:5]([CH2:39][CH2:40][CH2:41][CH3:42])[C:6]1[CH:11]=[CH:10][C:9]([CH:12]=[CH:13][C:14]2[S:18][C:17]([CH:19]=[O:20])=[CH:16][CH:15]=2)=[C:8]([O:21][Si](C(C)(C)C)(C2C=CC=CC=2)C2C=CC=CC=2)[CH:7]=1)[CH2:2][CH2:3][CH3:4].[F-].C([N+](CCCC)(CCCC)CCCC)CCC.O.C(OCC)(=O)C. (9) Given the product [CH2:1]([NH:8][C:9]1[CH:14]=[C:13]([CH3:15])[N:12]=[C:11]([Cl:22])[C:10]=1[N+:17]([O-:19])=[O:18])[C:2]1[CH:7]=[CH:6][CH:5]=[CH:4][CH:3]=1, predict the reactants needed to synthesize it. The reactants are: [CH2:1]([NH:8][C:9]1[CH:14]=[C:13]([CH3:15])[NH:12][C:11](=O)[C:10]=1[N+:17]([O-:19])=[O:18])[C:2]1[CH:7]=[CH:6][CH:5]=[CH:4][CH:3]=1.P(Cl)(Cl)([Cl:22])=O.C([O-])(O)=O.[Na+]. (10) Given the product [Cl:1][C:2]1[CH:32]=[CH:31][C:5]2[N:6]([CH2:22][C:23]3[CH:24]=[CH:25][C:26]([O:29][CH3:30])=[CH:27][CH:28]=3)[C:7](=[O:21])[CH2:8][N:9]3[C:12](=[O:13])[C@@H:11]([O:14][C:37]4[N:42]=[C:41]([CH3:43])[CH:40]=[C:39]([CH3:44])[N:38]=4)[C@:10]3([C:15]3[CH:16]=[CH:17][CH:18]=[CH:19][CH:20]=3)[C:4]=2[CH:3]=1, predict the reactants needed to synthesize it. The reactants are: [Cl:1][C:2]1[CH:32]=[CH:31][C:5]2[N:6]([CH2:22][C:23]3[CH:28]=[CH:27][C:26]([O:29][CH3:30])=[CH:25][CH:24]=3)[C:7](=[O:21])[CH2:8][N:9]3[C:12](=[O:13])[C@@H:11]([OH:14])[C@:10]3([C:15]3[CH:20]=[CH:19][CH:18]=[CH:17][CH:16]=3)[C:4]=2[CH:3]=1.CS([C:37]1[N:42]=[C:41]([CH3:43])[CH:40]=[C:39]([CH3:44])[N:38]=1)(=O)=O.